Dataset: HIV replication inhibition screening data with 41,000+ compounds from the AIDS Antiviral Screen. Task: Binary Classification. Given a drug SMILES string, predict its activity (active/inactive) in a high-throughput screening assay against a specified biological target. (1) The molecule is CCc1ccccc1NNc1cc(O)nc(O)n1. The result is 0 (inactive). (2) The molecule is CC1(O)C(=O)OC2CC(C3(O)CCC4C5CC6OC67C(O)C=CC(=O)C7(C)C5CCC43C)C1(C)C2. The result is 0 (inactive).